From a dataset of Full USPTO retrosynthesis dataset with 1.9M reactions from patents (1976-2016). Predict the reactants needed to synthesize the given product. (1) Given the product [Cl:33][C:34]1[C:35]([C:63]([F:65])([F:66])[F:64])=[CH:36][C:37]([N:40]2[CH2:41][CH2:42][C:43]([CH2:47][O:48][C:49]3[C:58]([CH:59]4[CH2:60][CH2:61]4)=[CH:57][C:52]([C:53]([OH:55])=[O:54])=[C:51]([F:62])[CH:50]=3)([CH3:46])[CH2:44][CH2:45]2)=[N:38][CH:39]=1, predict the reactants needed to synthesize it. The reactants are: ClC1C(C(F)(F)F)=CC(N2CC(COC3C(C4CC4)=CC(C(OC)=O)=C(F)C=3)(C)C2)=NC=1.[Cl:33][C:34]1[C:35]([C:63]([F:66])([F:65])[F:64])=[CH:36][C:37]([N:40]2[CH2:45][CH2:44][C:43]([CH2:47][O:48][C:49]3[C:58]([CH:59]4[CH2:61][CH2:60]4)=[CH:57][C:52]([C:53]([O:55]C)=[O:54])=[C:51]([F:62])[CH:50]=3)([CH3:46])[CH2:42][CH2:41]2)=[N:38][CH:39]=1. (2) Given the product [CH2:7]([S:14][C:15]1[CH:24]=[CH:23][C:18]([C:19]([OH:21])=[O:20])=[C:17]([NH:25][C:26]2[CH:27]=[CH:28][C:29]([F:32])=[CH:30][CH:31]=2)[CH:16]=1)[C:8]1[CH:9]=[CH:10][CH:11]=[CH:12][CH:13]=1, predict the reactants needed to synthesize it. The reactants are: [OH-].[Na+].CC(O)C.[CH2:7]([S:14][C:15]1[CH:24]=[CH:23][C:18]([C:19]([O:21]C)=[O:20])=[C:17]([NH:25][C:26]2[CH:31]=[CH:30][C:29]([F:32])=[CH:28][CH:27]=2)[CH:16]=1)[C:8]1[CH:13]=[CH:12][CH:11]=[CH:10][CH:9]=1.Cl. (3) Given the product [CH:2]1([C:7]2[NH:8][C:9]3[C:18]([O:19][CH3:20])=[CH:17][CH:16]=[C:11]([C:12]([O:14][CH3:15])=[O:13])[C:10]=3[N:21]=2)[CH2:6][CH2:5][CH2:4][CH2:3]1, predict the reactants needed to synthesize it. The reactants are: Cl.[CH:2]1([C:7](=[NH:21])[NH:8][C:9]2[CH:10]=[C:11]([CH:16]=[CH:17][C:18]=2[O:19][CH3:20])[C:12]([O:14][CH3:15])=[O:13])[CH2:6][CH2:5][CH2:4][CH2:3]1.[O-]Cl.[Na+].C([O-])(O)=O.[Na+].